Dataset: Reaction yield outcomes from USPTO patents with 853,638 reactions. Task: Predict the reaction yield, written as a fraction of the theoretical maximum amount of product (1.0 means a 100% yield; for example, 0.34 means a 34% yield). The reactants are C(NC(C)C)(C)C.C([Li])CCC.[Br:13][C:14]1[CH:15]=[CH:16][C:17]([F:20])=[N:18][CH:19]=1.[CH3:21][N:22]([CH3:36])[C:23]1[CH:28]=[CH:27][C:26]([CH2:29][C:30](N(OC)C)=[O:31])=[CH:25][CH:24]=1. The catalyst is O1CCCC1. The product is [Br:13][C:14]1[CH:15]=[C:16]([C:30](=[O:31])[CH2:29][C:26]2[CH:27]=[CH:28][C:23]([N:22]([CH3:36])[CH3:21])=[CH:24][CH:25]=2)[C:17]([F:20])=[N:18][CH:19]=1. The yield is 0.430.